This data is from Peptide-MHC class II binding affinity with 134,281 pairs from IEDB. The task is: Regression. Given a peptide amino acid sequence and an MHC pseudo amino acid sequence, predict their binding affinity value. This is MHC class II binding data. (1) The peptide sequence is MSWQTYVDEHLMCEI. The MHC is DRB1_1201 with pseudo-sequence DRB1_1201. The binding affinity (normalized) is 0.262. (2) The peptide sequence is YDAFLANVSTVLTGK. The MHC is DRB1_0404 with pseudo-sequence DRB1_0404. The binding affinity (normalized) is 0.645. (3) The peptide sequence is YDKFLANVSTMLTGK. The binding affinity (normalized) is 0.940. The MHC is DRB3_0202 with pseudo-sequence DRB3_0202.